Dataset: Full USPTO retrosynthesis dataset with 1.9M reactions from patents (1976-2016). Task: Predict the reactants needed to synthesize the given product. (1) Given the product [C:12]([O:11][C:9]([N:16]1[CH2:21][CH2:20][N:19]([CH2:2][C:3]2[CH:7]=[C:6]([CH3:8])[O:5][N:4]=2)[CH2:18][CH2:17]1)=[O:10])([CH3:15])([CH3:13])[CH3:14], predict the reactants needed to synthesize it. The reactants are: Br[CH2:2][C:3]1[CH:7]=[C:6]([CH3:8])[O:5][N:4]=1.[C:9]([N:16]1[CH2:21][CH2:20][NH:19][CH2:18][CH2:17]1)([O:11][C:12]([CH3:15])([CH3:14])[CH3:13])=[O:10]. (2) Given the product [F:27][C:28]1[CH:33]=[CH:32][CH:31]=[CH:30][C:29]=1[N:34]1[C:21](=[O:22])[C:12]2=[CH:11][N:10]([CH2:9][C:6]3[CH:7]=[CH:8][C:3]([O:2][CH3:1])=[CH:4][CH:5]=3)[C:19]3[CH:18]=[CH:17][CH:16]=[CH:15][C:14]=3[C:13]2=[N:35]1, predict the reactants needed to synthesize it. The reactants are: [CH3:1][O:2][C:3]1[CH:8]=[CH:7][C:6]([CH2:9][N:10]2[C:19]3[C:14](=[CH:15][CH:16]=[CH:17][CH:18]=3)[C:13](=S)[C:12]([C:21](OCC)=[O:22])=[CH:11]2)=[CH:5][CH:4]=1.Cl.[F:27][C:28]1[CH:33]=[CH:32][CH:31]=[CH:30][C:29]=1[NH:34][NH2:35].C(=O)([O-])[O-].[K+].[K+].NN.C(=O)(O)[O-].[Na+]. (3) Given the product [NH:43]1[CH2:49][CH2:48][CH2:47][CH:46]([NH:50][C:2]2[C:11]3[C:6](=[CH:7][CH:8]=[CH:9][CH:10]=3)[N:5]=[C:4]([C:12]3[CH:17]=[C:16]([Cl:18])[CH:15]=[CH:14][C:13]=3[OH:19])[N:3]=2)[CH2:45][CH2:44]1, predict the reactants needed to synthesize it. The reactants are: Cl[C:2]1[C:11]2[C:6](=[CH:7][CH:8]=[CH:9][CH:10]=2)[N:5]=[C:4]([C:12]2[CH:17]=[C:16]([Cl:18])[CH:15]=[CH:14][C:13]=2[O:19]C)[N:3]=1.C(OC(N1CCCCC(N)C1)=O)(C)(C)C.C(OC([N:43]1[CH2:49][CH2:48][CH2:47][CH:46]([NH2:50])[CH2:45][CH2:44]1)=O)(C)(C)C.